Dataset: Forward reaction prediction with 1.9M reactions from USPTO patents (1976-2016). Task: Predict the product of the given reaction. (1) Given the reactants Br[C:2]1[CH:7]=[CH:6][C:5]([C:8]#[C:9][C:10]2[CH:15]=[CH:14][C:13]([NH2:16])=[CH:12][CH:11]=2)=[C:4]([N+:17]([O-:19])=[O:18])[CH:3]=1.[C:20]([C:22]1[CH:27]=[CH:26][CH:25]=[CH:24][CH:23]=1)#[CH:21], predict the reaction product. The product is: [N+:17]([C:4]1[CH:3]=[C:2]([C:21]#[C:20][C:22]2[CH:27]=[CH:26][CH:25]=[CH:24][CH:23]=2)[CH:7]=[CH:6][C:5]=1[C:8]#[C:9][C:10]1[CH:15]=[CH:14][C:13]([NH2:16])=[CH:12][CH:11]=1)([O-:19])=[O:18]. (2) Given the reactants [Cl:1][C:2]1[CH:7]=[C:6]([C:8]([F:11])([F:10])[F:9])[CH:5]=[CH:4][C:3]=1[CH:12]([C:23]1[C:31]2[C:26](=[C:27]([CH2:32][S:33][CH3:34])[CH:28]=[CH:29][CH:30]=2)[NH:25][CH:24]=1)[CH:13]1C(=O)O[C:16](C)([CH3:20])[O:15][C:14]1=[O:22], predict the reaction product. The product is: [Cl:1][C:2]1[CH:7]=[C:6]([C:8]([F:11])([F:9])[F:10])[CH:5]=[CH:4][C:3]=1[CH:12]([C:23]1[C:31]2[C:26](=[C:27]([CH2:32][S:33][CH3:34])[CH:28]=[CH:29][CH:30]=2)[NH:25][CH:24]=1)[CH2:13][C:14]([O:15][CH2:16][CH3:20])=[O:22]. (3) Given the reactants [Br:1][C:2]1[C:3]([CH3:32])=[C:4]([C:22]2[CH:27]=[CH:26][CH:25]=[C:24]([C:28]([F:31])([F:30])[F:29])[CH:23]=2)[C:5]([NH:8][C:9](=S)[CH2:10][C:11]2[CH:16]=[CH:15][C:14]([S:17]([CH3:20])(=[O:19])=[O:18])=[CH:13][CH:12]=2)=[N:6][CH:7]=1.C(N(CC)CC)C.Cl.[NH2:41][OH:42], predict the reaction product. The product is: [Br:1][C:2]1[C:3]([CH3:32])=[C:4]([C:22]2[CH:27]=[CH:26][CH:25]=[C:24]([C:28]([F:31])([F:29])[F:30])[CH:23]=2)[C:5]([NH:8][C:9](=[N:41][OH:42])[CH2:10][C:11]2[CH:16]=[CH:15][C:14]([S:17]([CH3:20])(=[O:19])=[O:18])=[CH:13][CH:12]=2)=[N:6][CH:7]=1. (4) The product is: [CH2:33]([O:32][C:30](=[O:31])[NH:19][CH2:18][CH:15]1[CH2:14][C:13]2[CH:12]=[CH:11][CH:10]=[C:9]([C:5]3[CH:6]=[CH:7][CH:8]=[C:3]([O:2][CH3:1])[CH:4]=3)[C:17]=2[O:16]1)[C:34]1[CH:39]=[CH:38][CH:37]=[CH:36][CH:35]=1. Given the reactants [CH3:1][O:2][C:3]1[CH:4]=[C:5]([C:9]2[C:17]3[O:16][CH:15]([CH2:18][NH2:19])[CH2:14][C:13]=3[CH:12]=[CH:11][CH:10]=2)[CH:6]=[CH:7][CH:8]=1.C(N(C(C)C)CC)(C)C.Cl[C:30]([O:32][CH2:33][C:34]1[CH:39]=[CH:38][CH:37]=[CH:36][CH:35]=1)=[O:31].C1(C2C3OC(CNC(=O)OCC4C=CC=CC=4)CC=3C=CC=2)CCCC1, predict the reaction product. (5) Given the reactants Cl[C:2]1[C:7]([C:8]#[N:9])=[CH:6][N:5]=[C:4]2[C:10]3[CH:16]=[C:15]([N+:17]([O-:19])=[O:18])[CH:14]=[CH:13][C:11]=3[S:12][C:3]=12.C(OCCO)C.Cl.N1C=CC=CC=1.[Br:33][C:34]1[CH:35]=[C:36]([CH:38]=[CH:39][CH:40]=1)[NH2:37], predict the reaction product. The product is: [Br:33][C:34]1[CH:35]=[C:36]([CH:38]=[CH:39][CH:40]=1)[NH:37][C:2]1[C:7]([C:8]#[N:9])=[CH:6][N:5]=[C:4]2[C:10]3[CH:16]=[C:15]([N+:17]([O-:19])=[O:18])[CH:14]=[CH:13][C:11]=3[S:12][C:3]=12. (6) Given the reactants [S:1]1[CH:5]=[CH:4][C:3]2=[CH:6][C:7]3[S:8][CH:9]=[CH:10][C:11]=3[CH:12]=[C:2]12.C([Li])(C)(C)C.[CH3:18][Sn:19](Cl)([CH3:21])[CH3:20], predict the reaction product. The product is: [CH3:18][Sn:19]([CH3:21])([CH3:20])[C:5]1[S:1][C:2]2=[CH:12][C:11]3[CH:10]=[C:9]([Sn:19]([CH3:21])([CH3:20])[CH3:18])[S:8][C:7]=3[CH:6]=[C:3]2[CH:4]=1. (7) Given the reactants [BH4-].[Na+].B(F)(F)F.CC[O:9]CC.[CH2:12]([O:19][C:20]1[CH:25]=[CH:24][C:23]([C:26]2[CH2:31][CH2:30][N:29]([C:32]([O:34][C:35]([CH3:38])([CH3:37])[CH3:36])=[O:33])[CH2:28][CH:27]=2)=[CH:22][CH:21]=1)[C:13]1[CH:18]=[CH:17][CH:16]=[CH:15][CH:14]=1.[OH-].[Na+].OO, predict the reaction product. The product is: [CH2:12]([O:19][C:20]1[CH:25]=[CH:24][C:23]([C@@H:26]2[CH2:31][CH2:30][N:29]([C:32]([O:34][C:35]([CH3:38])([CH3:37])[CH3:36])=[O:33])[CH2:28][C@H:27]2[OH:9])=[CH:22][CH:21]=1)[C:13]1[CH:14]=[CH:15][CH:16]=[CH:17][CH:18]=1. (8) Given the reactants [Cl:1][C:2]1[N:7]=[CH:6][C:5]([NH2:8])=[C:4](I)[CH:3]=1.[F:10][C:11]1[C:16](B(O)O)=[CH:15][C:14]([Br:20])=[CH:13][N:12]=1, predict the reaction product. The product is: [Br:20][C:14]1[CH:15]=[C:16]([C:4]2[CH:3]=[C:2]([Cl:1])[N:7]=[CH:6][C:5]=2[NH2:8])[C:11]([F:10])=[N:12][CH:13]=1. (9) Given the reactants [Cl:1][C:2]1[C:10]2[N:9]=[C:8]([NH:11][C:12]3[C:17]([CH3:18])=[CH:16][C:15]([Cl:19])=[CH:14][C:13]=3[O:20][CH3:21])[N:7]([CH2:22][C:23](O)=[O:24])[C:6]=2[C:5]([CH:26]([CH2:29][CH3:30])[CH2:27][CH3:28])=[CH:4][CH:3]=1.C1C=CC2N(O)N=NC=2C=1.C(N(CC)CC)C.CCN=C=NCCCN(C)C, predict the reaction product. The product is: [Cl:1][C:2]1[C:10]2[N:9]=[C:8]3[N:11]([C:12]4[C:17]([CH3:18])=[CH:16][C:15]([Cl:19])=[CH:14][C:13]=4[O:20][CH3:21])[C:23](=[O:24])[CH2:22][N:7]3[C:6]=2[C:5]([CH:26]([CH2:27][CH3:28])[CH2:29][CH3:30])=[CH:4][CH:3]=1.